This data is from Catalyst prediction with 721,799 reactions and 888 catalyst types from USPTO. The task is: Predict which catalyst facilitates the given reaction. (1) Reactant: [Br:1][C:2]1[CH:7]=[CH:6][C:5]([F:8])=[CH:4][N:3]=1.C([Li])CCC.[CH3:14][C:15]([CH3:17])=[O:16].Cl. Product: [Br:1][C:2]1[N:3]=[C:4]([C:15]([OH:16])([CH3:17])[CH3:14])[C:5]([F:8])=[CH:6][CH:7]=1. The catalyst class is: 757. (2) Reactant: [C:1]([O:4][C:5]1[CH:10]=[C:9](Br)[CH:8]=[CH:7][C:6]=1[C@@H:12]1[C@@H:15]([CH2:16][CH2:17][C@H:18]([O:26][Si:27]([C:30]([CH3:33])([CH3:32])[CH3:31])([CH3:29])[CH3:28])[C:19]2[CH:24]=[CH:23][C:22]([F:25])=[CH:21][CH:20]=2)[C:14](=[O:34])[N:13]1[C:35]1[CH:40]=[CH:39][CH:38]=[CH:37][CH:36]=1)(=[O:3])[CH3:2].[OH:41][C:42]1[CH:43]=[C:44](B(O)O)[CH:45]=[CH:46][CH:47]=1.C(=O)([O-])[O-].[K+].[K+]. Product: [C:1]([O:4][C:5]1[CH:10]=[C:9]([C:46]2[CH:45]=[CH:44][CH:43]=[C:42]([OH:41])[CH:47]=2)[CH:8]=[CH:7][C:6]=1[C@@H:12]1[C@@H:15]([CH2:16][CH2:17][C@H:18]([O:26][Si:27]([C:30]([CH3:33])([CH3:32])[CH3:31])([CH3:29])[CH3:28])[C:19]2[CH:24]=[CH:23][C:22]([F:25])=[CH:21][CH:20]=2)[C:14](=[O:34])[N:13]1[C:35]1[CH:40]=[CH:39][CH:38]=[CH:37][CH:36]=1)(=[O:3])[CH3:2]. The catalyst class is: 206. (3) Reactant: [Cl:1][C:2]1[CH:7]=[CH:6][C:5]([C:8](=[O:18])[NH:9][CH2:10][C:11]2[CH:16]=[CH:15][CH:14]=[C:13]([Cl:17])[CH:12]=2)=[CH:4][C:3]=1[NH:19][C:20]([C:22]1[C:35](=[O:36])[NH:34][C:25]2[N:26]=[C:27](S(C)(=O)=O)[N:28]=[CH:29][C:24]=2[CH:23]=1)=[O:21].CN(C=O)C.[NH2:42][CH2:43][C:44]([CH3:47])([OH:46])[CH3:45]. Product: [Cl:1][C:2]1[CH:7]=[CH:6][C:5]([C:8](=[O:18])[NH:9][CH2:10][C:11]2[CH:16]=[CH:15][CH:14]=[C:13]([Cl:17])[CH:12]=2)=[CH:4][C:3]=1[NH:19][C:20]([C:22]1[C:35](=[O:36])[NH:34][C:25]2[N:26]=[C:27]([NH:42][CH2:43][C:44]([OH:46])([CH3:47])[CH3:45])[N:28]=[CH:29][C:24]=2[CH:23]=1)=[O:21]. The catalyst class is: 6. (4) Reactant: [Cl:1][C@H:2]1[C@H:6]([CH2:7]/[CH:8]=[CH:9]\[CH2:10][CH2:11][CH2:12][C:13]([O:15][CH2:16][CH:17]=[CH2:18])=[O:14])[C@@H:5](/[CH:19]=[CH:20]/[C@@H:21]([OH:28])[CH2:22][CH2:23][CH2:24][C@H:25]([OH:27])[CH3:26])[C@H:4]([O:29]C2CCCCO2)[CH2:3]1.C1(C)C=CC(S([O-])(=O)=O)=CC=1.[NH+]1C=CC=CC=1. Product: [Cl:1][C@H:2]1[C@H:6]([CH2:7]/[CH:8]=[CH:9]\[CH2:10][CH2:11][CH2:12][C:13]([O:15][CH2:16][CH:17]=[CH2:18])=[O:14])[C@@H:5](/[CH:19]=[CH:20]/[C@@H:21]([OH:28])[CH2:22][CH2:23][CH2:24][C@H:25]([OH:27])[CH3:26])[C@H:4]([OH:29])[CH2:3]1. The catalyst class is: 191. (5) Reactant: [H-].[H-].[H-].[H-].[Li+].[Al+3].[C:7]([O:11][C:12]([NH:14][C:15]1[CH:16]=[CH:17][C:18]([CH2:21][C:22](OCC)=[O:23])=[N:19][CH:20]=1)=[O:13])([CH3:10])([CH3:9])[CH3:8]. Product: [OH:23][CH2:22][CH2:21][C:18]1[N:19]=[CH:20][C:15]([NH:14][C:12](=[O:13])[O:11][C:7]([CH3:9])([CH3:8])[CH3:10])=[CH:16][CH:17]=1. The catalyst class is: 1. (6) Reactant: [F:1][C:2]1[CH:8]=[C:7]([O:9][C:10]2[CH:15]=[CH:14][C:13]([C:16]3[N:17]=[C:18]([CH2:21][O:22][C:23]4[CH:28]=[CH:27][CH:26]=[CH:25][CH:24]=4)[NH:19][CH:20]=3)=[CH:12][CH:11]=2)[CH:6]=[CH:5][C:3]=1[NH2:4].[CH2:29]([N:31]=[C:32]=[S:33])[CH3:30]. Product: [CH2:29]([NH:31][C:32]([NH:4][C:3]1[CH:5]=[CH:6][C:7]([O:9][C:10]2[CH:11]=[CH:12][C:13]([C:16]3[N:17]=[C:18]([CH2:21][O:22][C:23]4[CH:24]=[CH:25][CH:26]=[CH:27][CH:28]=4)[NH:19][CH:20]=3)=[CH:14][CH:15]=2)=[CH:8][C:2]=1[F:1])=[S:33])[CH3:30]. The catalyst class is: 8.